This data is from Peptide-MHC class I binding affinity with 185,985 pairs from IEDB/IMGT. The task is: Regression. Given a peptide amino acid sequence and an MHC pseudo amino acid sequence, predict their binding affinity value. This is MHC class I binding data. (1) The peptide sequence is RTVSVMFFI. The MHC is HLA-A26:01 with pseudo-sequence HLA-A26:01. The binding affinity (normalized) is 0.0847. (2) The peptide sequence is MMFDAMGAL. The MHC is HLA-B35:01 with pseudo-sequence HLA-B35:01. The binding affinity (normalized) is 0.729. (3) The MHC is HLA-B45:01 with pseudo-sequence HLA-B45:01. The binding affinity (normalized) is 0.0540. The peptide sequence is TYGPVFMCL.